Dataset: Full USPTO retrosynthesis dataset with 1.9M reactions from patents (1976-2016). Task: Predict the reactants needed to synthesize the given product. The reactants are: [N+:1]([C:4]1[C:13]2[C:8](=[CH:9][CH:10]=[CH:11][CH:12]=2)[C:7]([CH:14]=O)=[CH:6][CH:5]=1)([O-:3])=[O:2].[C:16]([OH:28])(=[O:27])[CH2:17][NH:18][C:19]([C:21]1[CH:26]=[CH:25][CH:24]=[CH:23][CH:22]=1)=O.C([O-])(=O)C.[Na+].C(OC(=O)C)(=O)C. Given the product [N+:1]([C:4]1[C:13]2[C:8](=[CH:9][CH:10]=[CH:11][CH:12]=2)[C:7]([CH:14]=[C:17]2[C:16](=[O:27])[O:28][C:19]([C:21]3[CH:22]=[CH:23][CH:24]=[CH:25][CH:26]=3)=[N:18]2)=[CH:6][CH:5]=1)([O-:3])=[O:2], predict the reactants needed to synthesize it.